Dataset: Peptide-MHC class I binding affinity with 185,985 pairs from IEDB/IMGT. Task: Regression. Given a peptide amino acid sequence and an MHC pseudo amino acid sequence, predict their binding affinity value. This is MHC class I binding data. (1) The peptide sequence is DIVRVFNEY. The MHC is HLA-B51:01 with pseudo-sequence HLA-B51:01. The binding affinity (normalized) is 0.0847. (2) The peptide sequence is VSLIAVIKGI. The MHC is H-2-Db with pseudo-sequence H-2-Db. The binding affinity (normalized) is 0.0324.